The task is: Regression/Classification. Given a drug SMILES string, predict its absorption, distribution, metabolism, or excretion properties. Task type varies by dataset: regression for continuous measurements (e.g., permeability, clearance, half-life) or binary classification for categorical outcomes (e.g., BBB penetration, CYP inhibition). Dataset: cyp2d6_veith.. This data is from CYP2D6 inhibition data for predicting drug metabolism from PubChem BioAssay. (1) The compound is O=C1[C@H]2CC[C@@H]3/C(=N\OC[C@@H](O)COCc4ccco4)C[C@@H](O)[C@@H](O)[C@@H]3[C@@H]2C(=O)N1C[C@@H]1CCCO1. The result is 0 (non-inhibitor). (2) The molecule is NC1(C(=O)NC2(C(=O)O)CCCC2)CCCC1. The result is 0 (non-inhibitor). (3) The compound is O=C1c2ccccc2C(=O)N1CC1c2ccccc2CCN1S(=O)(=O)c1ccccc1. The result is 0 (non-inhibitor). (4) The drug is CN(C)Cc1ccccc1-c1cc(N(C)C)ncn1. The result is 1 (inhibitor). (5) The molecule is CCOC(=O)CCCN. The result is 0 (non-inhibitor).